From a dataset of Forward reaction prediction with 1.9M reactions from USPTO patents (1976-2016). Predict the product of the given reaction. (1) Given the reactants [Br:1][C:2]1[CH:7]=[CH:6][C:5]([CH:8]([NH:21][C:22](=O)[C:23]2[CH:28]=[CH:27][CH:26]=[C:25]([Cl:29])[C:24]=2[F:30])[C:9]([C@@H:11]2[CH2:16][CH2:15][CH2:14][CH2:13][C@H:12]2[C:17]([O:19][CH3:20])=[O:18])=[O:10])=[CH:4][CH:3]=1.P(Cl)(Cl)(Cl)=O, predict the reaction product. The product is: [Br:1][C:2]1[CH:3]=[CH:4][C:5]([C:8]2[N:21]=[C:22]([C:23]3[CH:28]=[CH:27][CH:26]=[C:25]([Cl:29])[C:24]=3[F:30])[O:10][C:9]=2[C@@H:11]2[CH2:16][CH2:15][CH2:14][CH2:13][C@H:12]2[C:17]([O:19][CH3:20])=[O:18])=[CH:6][CH:7]=1. (2) Given the reactants Cl.[NH:2]1[CH2:7][CH2:6][CH:5]([N:8]2[C:13]3[CH:14]=[CH:15][CH:16]=[CH:17][C:12]=3[CH2:11][O:10][C:9]2=[O:18])[CH2:4][CH2:3]1.Cl[C:20]1[CH:21]=[CH:22][C:23]2[N:24]([C:26]([C:29]([F:32])([F:31])[F:30])=[N:27][N:28]=2)[N:25]=1, predict the reaction product. The product is: [F:31][C:29]([F:30])([F:32])[C:26]1[N:24]2[N:25]=[C:20]([N:2]3[CH2:3][CH2:4][CH:5]([N:8]4[C:13]5[CH:14]=[CH:15][CH:16]=[CH:17][C:12]=5[CH2:11][O:10][C:9]4=[O:18])[CH2:6][CH2:7]3)[CH:21]=[CH:22][C:23]2=[N:28][N:27]=1. (3) Given the reactants [N:1]1([C:5]([C:7]2[C:17]([CH2:18][CH2:19][C@@H:20]([OH:28])[C:21]3[CH:26]=[CH:25][CH:24]=[CH:23][C:22]=3[CH3:27])=[C:16](O)[C:10]3[N:11]=[C:12]([CH3:15])[N:13]([CH3:14])[C:9]=3[CH:8]=2)=[O:6])[CH2:4][CH2:3][CH2:2]1.C1(P(C2C=CC=CC=2)C2C=CC=CC=2)C=CC=CC=1.CC(OC(/N=N/C(OC(C)C)=O)=O)C, predict the reaction product. The product is: [N:1]1([C:5]([C:7]2[C:17]3[CH2:18][CH2:19][C@@H:20]([C:21]4[CH:26]=[CH:25][CH:24]=[CH:23][C:22]=4[CH3:27])[O:28][C:16]=3[C:10]3[N:11]=[C:12]([CH3:15])[N:13]([CH3:14])[C:9]=3[CH:8]=2)=[O:6])[CH2:2][CH2:3][CH2:4]1. (4) Given the reactants [Cl:1][C:2]1[CH:7]=[CH:6][C:5]([CH:8]([C:12]2[CH:17]=[CH:16][C:15]([Cl:18])=[CH:14][CH:13]=2)[C:9]([OH:11])=O)=[CH:4][CH:3]=1.[NH2:19][CH2:20][CH2:21][CH2:22][N:23]1[CH2:28][CH2:27][CH:26]([C:29]2[CH:30]=[C:31]([NH:35][C:36](=[O:38])[CH3:37])[CH:32]=[CH:33][CH:34]=2)[CH2:25][CH2:24]1, predict the reaction product. The product is: [C:36]([NH:35][C:31]1[CH:30]=[C:29]([CH:26]2[CH2:27][CH2:28][N:23]([CH2:22][CH2:21][CH2:20][NH:19][C:9](=[O:11])[CH:8]([C:5]3[CH:4]=[CH:3][C:2]([Cl:1])=[CH:7][CH:6]=3)[C:12]3[CH:17]=[CH:16][C:15]([Cl:18])=[CH:14][CH:13]=3)[CH2:24][CH2:25]2)[CH:34]=[CH:33][CH:32]=1)(=[O:38])[CH3:37]. (5) Given the reactants C(OC([N:11]1[CH2:16][CH2:15][CH:14]([N:17]2[CH2:22][CH2:21][CH2:20][CH2:19][C:18]2=[O:23])[CH2:13][CH2:12]1)=O)C1C=CC=CC=1, predict the reaction product. The product is: [N:17]1([CH:14]2[CH2:15][CH2:16][NH:11][CH2:12][CH2:13]2)[CH2:22][CH2:21][CH2:20][CH2:19][C:18]1=[O:23].